Predict the reaction yield, written as a fraction of the theoretical maximum amount of product (1.0 means a 100% yield; for example, 0.34 means a 34% yield). From a dataset of Reaction yield outcomes from USPTO patents with 853,638 reactions. (1) The reactants are [C:1]([C:3]1[CH:11]=[C:10]2[C:6]([CH2:7][C:8]([CH3:28])([CH3:27])[C@H:9]2[NH:12][C:13]([C:15]2[NH:16][C:17]3[C:22]([CH:23]=2)=[CH:21][C:20]([N+:24]([O-])=O)=[CH:19][CH:18]=3)=[O:14])=[CH:5][CH:4]=1)#[N:2]. The catalyst is [Pd].C1COCC1.CO. The product is [NH2:24][C:20]1[CH:21]=[C:22]2[C:17](=[CH:18][CH:19]=1)[NH:16][C:15]([C:13]([NH:12][C@H:9]1[C:10]3[C:6](=[CH:5][CH:4]=[C:3]([C:1]#[N:2])[CH:11]=3)[CH2:7][C:8]1([CH3:28])[CH3:27])=[O:14])=[CH:23]2. The yield is 0.580. (2) The reactants are [F:1][C:2]([F:21])([F:20])[O:3][C:4]1[CH:9]=[CH:8][C:7]([C:10]2[CH:18]=[CH:17][CH:16]=[C:15]3[C:11]=2[CH2:12][C:13](=[O:19])[NH:14]3)=[CH:6][CH:5]=1.[N:22]1([CH2:27][CH2:28][NH:29][C:30]([C:32]2[CH:36]=[C:35]([CH3:37])[NH:34][C:33]=2[CH:38]=O)=[O:31])[CH2:26][CH2:25][CH2:24][CH2:23]1. The catalyst is C(O)C.N1CCCCC1. The product is [N:22]1([CH2:27][CH2:28][NH:29][C:30]([C:32]2[CH:36]=[C:35]([CH3:37])[NH:34][C:33]=2[CH:38]=[C:12]2[C:11]3[C:15](=[CH:16][CH:17]=[CH:18][C:10]=3[C:7]3[CH:6]=[CH:5][C:4]([O:3][C:2]([F:1])([F:20])[F:21])=[CH:9][CH:8]=3)[NH:14][C:13]2=[O:19])=[O:31])[CH2:26][CH2:25][CH2:24][CH2:23]1. The yield is 0.710. (3) The reactants are C(OC(=O)[NH:5][C:6]([NH:8][C:9]1[CH:10]=[C:11]2[CH:20]=[CH:19][CH:18]=[C:17]3[C:12]2=[C:13]([CH:28]=1)[C:14](=[O:27])[N:15]([CH2:22][CH2:23][N:24]([CH3:26])[CH3:25])[C:16]3=[O:21])=[O:7])C.NC(N)=O. The catalyst is [OH-].[Na+]. The product is [CH3:25][N:24]([CH3:26])[CH2:23][CH2:22][N:15]1[C:14](=[O:27])[C:13]2[CH:28]=[C:9]([NH:8][C:6]([NH2:5])=[O:7])[CH:10]=[C:11]3[C:12]=2[C:17](=[CH:18][CH:19]=[CH:20]3)[C:16]1=[O:21]. The yield is 0.760.